From a dataset of Reaction yield outcomes from USPTO patents with 853,638 reactions. Predict the reaction yield, written as a fraction of the theoretical maximum amount of product (1.0 means a 100% yield; for example, 0.34 means a 34% yield). (1) The reactants are [CH:1]1([C:7]2[C:15]3[C:10](=[CH:11][C:12]([C:16]([NH:18][S:19]([N:22]([CH3:24])[CH3:23])(=[O:21])=[O:20])=[O:17])=[CH:13][CH:14]=3)[NH:9][C:8]=2[C:25]2[CH:30]=[CH:29][CH:28]=[CH:27][C:26]=2C=O)[CH2:6][CH2:5][CH2:4][CH2:3][CH2:2]1.COP([C:39](=[CH2:44])[C:40]([O:42][CH3:43])=[O:41])(OC)=O.[C:45]([O-])([O-])=O.[Cs+].[Cs+].C([O-])(=O)C=C. The catalyst is CN(C=O)C.C(OCC)(=O)C. The product is [C:40]([C:39]1[CH2:44][C:26]2[CH:27]=[CH:28][CH:29]=[CH:30][C:25]=2[C:8]2=[C:7]([CH:1]3[CH2:6][CH2:5][CH2:4][CH2:3][CH2:2]3)[C:15]3[CH:14]=[CH:13][C:12]([C:16]([NH:18][S:19]([N:22]([CH3:24])[CH3:23])(=[O:21])=[O:20])=[O:17])=[CH:11][C:10]=3[N:9]2[CH:45]=1)([O:42][CH3:43])=[O:41]. The yield is 0.590. (2) The reactants are [N+:1]([C:4]1[CH:5]=[C:6]([CH:8]=[CH:9][CH:10]=1)[NH2:7])([O-:3])=[O:2].C(N(CC)CC)C.[Cl-].ClC1N(C)CC[NH+]1C.[CH3:27][O:28][C:29]1[C:30](=[O:53])[C:31]([CH3:52])=[C:32]([CH2:38][C:39]2[CH:40]=[CH:41][C:42]([O:48][C:49](=[O:51])[CH3:50])=[C:43]([CH:47]=2)[C:44](O)=[O:45])[C:33](=[O:37])[C:34]=1[O:35][CH3:36]. The catalyst is C(Cl)Cl. The product is [CH3:27][O:28][C:29]1[C:30](=[O:53])[C:31]([CH3:52])=[C:32]([CH2:38][C:39]2[CH:40]=[CH:41][C:42]([O:48][C:49](=[O:51])[CH3:50])=[C:43]([CH:47]=2)[C:44]([NH:7][C:6]2[CH:8]=[CH:9][CH:10]=[C:4]([N+:1]([O-:3])=[O:2])[CH:5]=2)=[O:45])[C:33](=[O:37])[C:34]=1[O:35][CH3:36]. The yield is 0.560. (3) The reactants are [CH3:1][C:2]1[CH:11]=[CH:10][C:9]2[C:4](=[CH:5][CH:6]=[CH:7][C:8]=2[CH:12]2[CH2:17][CH2:16][NH:15][CH2:14][CH2:13]2)[N:3]=1.Cl[CH2:19][C:20]([C:22]1[CH:23]=[CH:24][C:25]2[O:30][CH2:29][C:28](=[O:31])[NH:27][C:26]=2[CH:32]=1)=[O:21].C(#N)C. No catalyst specified. The product is [CH3:1][C:2]1[CH:11]=[CH:10][C:9]2[C:4](=[CH:5][CH:6]=[CH:7][C:8]=2[CH:12]2[CH2:17][CH2:16][N:15]([CH2:19][C:20]([C:22]3[CH:23]=[CH:24][C:25]4[O:30][CH2:29][C:28](=[O:31])[NH:27][C:26]=4[CH:32]=3)=[O:21])[CH2:14][CH2:13]2)[N:3]=1. The yield is 0.540. (4) The reactants are [CH3:1][O:2][C:3]1[CH:4]=[C:5]([CH:8]=[C:9]([O:11][CH3:12])[CH:10]=1)[CH:6]=[O:7].Br[C:14]1[CH:19]=[C:18]([O:20][CH3:21])[CH:17]=[C:16]([O:22][CH3:23])[CH:15]=1.C([Li])CCC.O1C2C=CC(C(C3C=C(OC)C=C(OC)C=3)O)=CC=2OCC1. No catalyst specified. The product is [CH3:12][O:11][C:9]1[CH:8]=[C:5]([CH:6]([C:14]2[CH:19]=[C:18]([O:20][CH3:21])[CH:17]=[C:16]([O:22][CH3:23])[CH:15]=2)[OH:7])[CH:4]=[C:3]([O:2][CH3:1])[CH:10]=1. The yield is 0.860. (5) The reactants are [CH:1]1([O:4][C:5]2[CH:13]=[CH:12][C:8]([C:9]([OH:11])=O)=[CH:7][C:6]=2[S:14]([N:17]2[CH2:23][CH:22]([OH:24])[CH2:21][O:20][CH2:19][CH2:18]2)(=[O:16])=[O:15])[CH2:3][CH2:2]1.[Cl:25][C:26]1[CH:27]=[C:28]([CH:30]=[CH:31][C:32]=1[F:33])[NH2:29].CN(C(ON1N=NC2C=CC=NC1=2)=[N+](C)C)C.F[P-](F)(F)(F)(F)F.CCN(C(C)C)C(C)C. The catalyst is CN(C=O)C.O. The product is [Cl:25][C:26]1[CH:27]=[C:28]([NH:29][C:9](=[O:11])[C:8]2[CH:12]=[CH:13][C:5]([O:4][CH:1]3[CH2:3][CH2:2]3)=[C:6]([S:14]([N:17]3[CH2:23][CH:22]([OH:24])[CH2:21][O:20][CH2:19][CH2:18]3)(=[O:15])=[O:16])[CH:7]=2)[CH:30]=[CH:31][C:32]=1[F:33]. The yield is 0.408. (6) The reactants are [Na+].[Cl-].O=C[C@@H]([C@H]([C@@H]([C@@H](CO)O)O)O)O.[CH:15]([CH:17]([CH2:23][CH2:24][CH2:25][CH3:26])[C:18]([O:20][CH2:21][CH3:22])=[O:19])=[O:16].C1N=C(N)C2N=CN([C@@H]3O[C@H](COP(OP(OC[C@H]4O[C@@H](N5C=C(C(N)=O)CC=C5)[C@H](O)[C@@H]4O)(O)=O)(O)=O)[C@@H](O)[C@H]3O)C=2N=1.[OH-].[Na+]. The catalyst is S([O-])([O-])(=O)=O.[Zn+2].C(OCC)(=O)C. The product is [OH:16][CH2:15][C@@H:17]([CH2:23][CH2:24][CH2:25][CH3:26])[C:18]([O:20][CH2:21][CH3:22])=[O:19]. The yield is 0.900. (7) The reactants are C(OC([N:8]1[CH2:13][CH2:12][N:11]([S:14]([C:17]2[CH:22]=[CH:21][C:20]([O:23][C:24]([F:27])([F:26])[F:25])=[CH:19][CH:18]=2)(=[O:16])=[O:15])[CH2:10][CH2:9]1)=O)(C)(C)C.C(O)(C(F)(F)F)=O. The catalyst is C(Cl)Cl. The product is [F:27][C:24]([F:25])([F:26])[O:23][C:20]1[CH:21]=[CH:22][C:17]([S:14]([N:11]2[CH2:10][CH2:9][NH:8][CH2:13][CH2:12]2)(=[O:16])=[O:15])=[CH:18][CH:19]=1. The yield is 0.870. (8) The yield is 0.710. The catalyst is CN(C=O)C. The reactants are [CH3:1][N:2]([CH3:18])[C:3]1[N:4]=[CH:5][C:6]2[N:11]=[C:10]([N:12]=[C:13](SC)SC)[S:9][C:7]=2[N:8]=1.Cl.Cl.[NH2:21][CH2:22][C@@:23]1([OH:31])[CH:28]2[CH2:29][CH2:30][N:25]([CH2:26][CH2:27]2)[CH2:24]1.C(=O)([O-])[O-].[Cs+].[Cs+].O. The product is [CH3:1][N:2]([CH3:18])[C:3]1[N:4]=[CH:5][C:6]2[N:11]=[C:10]([NH:12][C:13]3[O:31][C@:23]4([CH2:22][N:21]=3)[CH:28]3[CH2:29][CH2:30][N:25]([CH2:26][CH2:27]3)[CH2:24]4)[S:9][C:7]=2[N:8]=1. (9) The reactants are Cl[C:2]1[N:7]=[C:6]([O:8][CH3:9])[N:5]=[C:4]([NH:10][C:11]2[CH:16]=[CH:15][C:14]([N:17]3[CH:21]=[C:20]([CH3:22])[N:19]=[CH:18]3)=[C:13]([O:23][CH3:24])[CH:12]=2)[N:3]=1.[Cl:25][C:26]1[CH:33]=[CH:32][C:29]([NH:30][CH3:31])=[CH:28][CH:27]=1. No catalyst specified. The product is [Cl:25][C:26]1[CH:33]=[CH:32][C:29]([N:30]([CH3:31])[C:2]2[N:3]=[C:4]([NH:10][C:11]3[CH:16]=[CH:15][C:14]([N:17]4[CH:21]=[C:20]([CH3:22])[N:19]=[CH:18]4)=[C:13]([O:23][CH3:24])[CH:12]=3)[N:5]=[C:6]([O:8][CH3:9])[N:7]=2)=[CH:28][CH:27]=1. The yield is 0.140.